This data is from Reaction yield outcomes from USPTO patents with 853,638 reactions. The task is: Predict the reaction yield, written as a fraction of the theoretical maximum amount of product (1.0 means a 100% yield; for example, 0.34 means a 34% yield). (1) The reactants are [Br:1][C:2]1[CH:3]=[C:4]([N:9]2[C:13](=[O:14])[O:12][N:11]=[C:10]2[C:15]2[C:19]([NH:20][CH2:21][CH2:22][O:23]C)=[N:18][O:17][N:16]=2)[CH:5]=[CH:6][C:7]=1[F:8].B(Br)(Br)Br. The catalyst is ClCCl. The product is [Br:1][C:2]1[CH:3]=[C:4]([N:9]2[C:13](=[O:14])[O:12][N:11]=[C:10]2[C:15]2[C:19]([NH:20][CH2:21][CH2:22][OH:23])=[N:18][O:17][N:16]=2)[CH:5]=[CH:6][C:7]=1[F:8]. The yield is 0.990. (2) The reactants are [CH3:1][C:2]1[C:10]2[C:9]([C:11]([OH:13])=O)=[CH:8][C:7]([CH3:14])=[N:6][C:5]=2[N:4]([C:15]2[CH:20]=[CH:19][CH:18]=[CH:17][CH:16]=2)[N:3]=1.[NH2:21][C:22]1[C:23]([CH3:29])=[N:24][CH:25]=[CH:26][C:27]=1[CH3:28].N1C=CC=CC=1.P(Cl)(Cl)(Cl)=O. The catalyst is CCOC(C)=O.CCCCCCC. The product is [CH3:29][C:23]1[C:22]([NH:21][C:11]([C:9]2[C:10]3[C:2]([CH3:1])=[N:3][N:4]([C:15]4[CH:20]=[CH:19][CH:18]=[CH:17][CH:16]=4)[C:5]=3[N:6]=[C:7]([CH3:14])[CH:8]=2)=[O:13])=[C:27]([CH3:28])[CH:26]=[CH:25][N:24]=1. The yield is 0.230. (3) The yield is 0.830. The reactants are N12CCCN=[C:7]1[CH2:6][CH2:5][CH2:4][CH2:3][CH2:2]2.C([CH:19]([O:21][CH:22](Cl)CC1C=CC=CC=1)Cl)C1C=CC=CC=1.CN(C)C=O.[CH3:36][O:37][C:38]1[CH:75]=[CH:74][C:41]([C:42]([O:57][CH2:58][C@H:59]2[O:63][C@@H:62]([N:64]3[CH:72]=[C:70]([CH3:71])[C:68](=[O:69])[NH:67][C:65]3=[O:66])[CH2:61][C:60]2=[CH2:73])([C:51]2[CH:56]=[CH:55][CH:54]=[CH:53][CH:52]=2)[C:43]2[CH:48]=[CH:47][C:46]([O:49][CH3:50])=[CH:45][CH:44]=2)=[CH:40][CH:39]=1. The catalyst is CO. The product is [CH2:19]([O:21][CH2:22][N:67]1[C:68](=[O:69])[C:70]([CH3:71])=[CH:72][N:64]([C@@H:62]2[O:63][C@H:59]([CH2:58][O:57][C:42]([C:51]3[CH:52]=[CH:53][CH:54]=[CH:55][CH:56]=3)([C:43]3[CH:48]=[CH:47][C:46]([O:49][CH3:50])=[CH:45][CH:44]=3)[C:41]3[CH:74]=[CH:75][C:38]([O:37][CH3:36])=[CH:39][CH:40]=3)[C:60](=[CH2:73])[CH2:61]2)[C:65]1=[O:66])[C:7]1[CH:6]=[CH:5][CH:4]=[CH:3][CH:2]=1. (4) The reactants are [CH3:1][N:2]([CH3:6])[CH2:3][CH2:4][NH2:5].[Cl:7][C:8]1[S:12][C:11]([S:13](Cl)(=[O:15])=[O:14])=[CH:10][CH:9]=1.C(N(CC)CC)C. The catalyst is C1COCC1. The product is [CH3:1][N:2]([CH3:6])[CH2:3][CH2:4][NH:5][S:13]([C:11]1[S:12][C:8]([Cl:7])=[CH:9][CH:10]=1)(=[O:15])=[O:14]. The yield is 0.990.